From a dataset of HIV replication inhibition screening data with 41,000+ compounds from the AIDS Antiviral Screen. Binary Classification. Given a drug SMILES string, predict its activity (active/inactive) in a high-throughput screening assay against a specified biological target. The compound is Cl.O=C(CCCN1CCC2(CC1)OC(=O)N(c1ccccc1)C2=O)c1ccccc1. The result is 0 (inactive).